From a dataset of Forward reaction prediction with 1.9M reactions from USPTO patents (1976-2016). Predict the product of the given reaction. (1) The product is: [CH3:1][O:2][C:3]([C@H:5]1[CH2:10][N:9]([S:11]([C:14]2[CH:22]=[C:21]3[C:17]([C:18]([Cl:32])=[CH:19][NH:20]3)=[CH:16][CH:15]=2)(=[O:12])=[O:13])[CH2:8][C:7](=[O:33])[N:6]1[CH2:34][CH:35]1[CH2:36][CH2:37][N:38]([C:41]2[CH:46]=[CH:45][C:44](=[O:47])[N:43]([CH3:48])[N:42]=2)[CH2:39][CH2:40]1)=[O:4]. Given the reactants [CH3:1][O:2][C:3]([C@H:5]1[CH2:10][N:9]([S:11]([C:14]2[CH:22]=[C:21]3[C:17]([C:18]([Cl:32])=[CH:19][N:20]3S(C3C=CC=CC=3)(=O)=O)=[CH:16][CH:15]=2)(=[O:13])=[O:12])[CH2:8][C:7](=[O:33])[N:6]1[CH2:34][CH:35]1[CH2:40][CH2:39][N:38]([C:41]2[CH:46]=[CH:45][C:44](=[O:47])[N:43]([CH3:48])[N:42]=2)[CH2:37][CH2:36]1)=[O:4].[F-].C([N+](CCCC)(CCCC)CCCC)CCC, predict the reaction product. (2) The product is: [Cl:1][C:2]1[C:11]([N:12]2[CH2:17][CH2:16][N:15]([CH3:18])[CH2:14][CH2:13]2)=[N:10][C:9]2[C:4](=[CH:5][CH:6]=[C:7]([Cl:19])[CH:8]=2)[N:3]=1.[Cl:31][C:30]1[C:21]([N:37]2[CH2:38][CH2:39][N:34]([CH3:33])[CH2:35][CH2:36]2)=[N:22][C:23]2[C:28]([N:29]=1)=[CH:27][C:26]([Cl:32])=[CH:25][CH:24]=2. Given the reactants [Cl:1][C:2]1[C:11]([N:12]2[CH2:17][CH2:16][N:15]([CH3:18])[CH2:14][CH2:13]2)=[N:10][C:9]2[C:4](=[CH:5][CH:6]=[C:7]([Cl:19])[CH:8]=2)[N:3]=1.Cl[C:21]1[C:30]([Cl:31])=[N:29][C:28]2[C:23](=[CH:24][CH:25]=[C:26]([Cl:32])[CH:27]=2)[N:22]=1.[CH3:33][N:34]1[CH2:39][CH2:38][NH:37][CH2:36][CH2:35]1, predict the reaction product. (3) Given the reactants [CH:1]([N:14]1[CH2:19][CH2:18][NH:17][CH2:16][C@@H:15]1[CH3:20])([C:8]1[CH:13]=[CH:12][CH:11]=[CH:10][CH:9]=1)[C:2]1[CH:7]=[CH:6][CH:5]=[CH:4][CH:3]=1.[CH:21]([N:34]1[CH2:39][CH2:38][NH:37][C@@H:36]([CH3:40])[CH2:35]1)([C:28]1[CH:33]=[CH:32][CH:31]=[CH:30][CH:29]=1)[C:22]1[CH:27]=[CH:26][CH:25]=[CH:24][CH:23]=1.Br[CH2:42][C:43]([O:45][C:46]([CH3:49])([CH3:48])[CH3:47])=[O:44].C(N(CC)CC)C, predict the reaction product. The product is: [CH:1]([N:14]1[CH2:19][CH2:18][N:17]([CH2:42][C:43]([O:45][C:46]([CH3:49])([CH3:48])[CH3:47])=[O:44])[CH2:16][C@@H:15]1[CH3:20])([C:8]1[CH:13]=[CH:12][CH:11]=[CH:10][CH:9]=1)[C:2]1[CH:3]=[CH:4][CH:5]=[CH:6][CH:7]=1.[CH:21]([N:34]1[CH2:39][CH2:38][N:37]([CH2:42][C:43]([O:45][C:46]([CH3:49])([CH3:48])[CH3:47])=[O:44])[C@@H:36]([CH3:40])[CH2:35]1)([C:28]1[CH:33]=[CH:32][CH:31]=[CH:30][CH:29]=1)[C:22]1[CH:23]=[CH:24][CH:25]=[CH:26][CH:27]=1. (4) The product is: [Cl:21][C:3]1[N:2]([CH3:1])[C:6]2[C:7]([CH:11]([CH2:15][CH2:16][CH3:17])[CH2:12][CH2:13][CH3:14])=[CH:8][CH:9]=[CH:10][C:5]=2[N:4]=1. Given the reactants [CH3:1][N:2]1[C:6]2[C:7]([CH:11]([CH2:15][CH2:16][CH3:17])[CH2:12][CH2:13][CH3:14])=[CH:8][CH:9]=[CH:10][C:5]=2[NH:4][C:3]1=O.P(Cl)(Cl)([Cl:21])=O, predict the reaction product. (5) Given the reactants NC1C=CC=CC=1C1N=C(CCCC(O)=O)OC=1.C([O:21][C:22](=[O:40])[CH2:23][CH2:24][CH2:25][CH2:26][CH2:27][C:28]1[O:29][CH:30]=[C:31]([C:33]2[CH:38]=[CH:37][CH:36]=[CH:35][C:34]=2[NH2:39])[N:32]=1)C, predict the reaction product. The product is: [NH2:39][C:34]1[CH:35]=[CH:36][CH:37]=[CH:38][C:33]=1[C:31]1[N:32]=[C:28]([CH2:27][CH2:26][CH2:25][CH2:24][CH2:23][C:22]([OH:40])=[O:21])[O:29][CH:30]=1.